From a dataset of Full USPTO retrosynthesis dataset with 1.9M reactions from patents (1976-2016). Predict the reactants needed to synthesize the given product. (1) Given the product [N:71]1[CH:76]=[CH:75][CH:74]=[CH:73][C:72]=1[C:63]([C:56]1[N:55]=[CH:60][CH:59]=[CH:58][C:57]=1[C:61]([O:62][CH2:1][CH3:2])=[O:65])=[O:64].[N:71]1[CH:76]=[CH:75][CH:74]=[C:73]([C:61]([C:57]2[C:56]([C:63]([O:62][CH2:28][CH3:29])=[O:64])=[N:55][CH:60]=[CH:59][CH:58]=2)=[O:65])[CH:72]=1, predict the reactants needed to synthesize it. The reactants are: [CH3:1][C:2](O)(C1OC2C=C3OC=C(C4C=CC(O)=CC=4O)C(=O)C3=C(O)C=2C1)C.[CH3:28]/[C:29](/CO)=C\CC1C(O)=C2C(C3C4C=CC(O)=CC=4OC=3OC2=CC=1O)=O.[N:55]1[CH:60]=[CH:59][CH:58]=[C:57]2[C:61](=[O:65])[O:62][C:63](=[O:64])[C:56]=12.OS(O)(=O)=O.[N:71]1[CH:76]=[CH:75][CH:74]=[CH:73][C:72]=1[Li]. (2) Given the product [CH3:33][O:32][C:30]([C:29](=[O:34])[NH:21][C@@H:19]([CH3:20])[C@H:18]([O:17][C:13]1[CH:12]=[C:11]2[C:16](=[CH:15][CH:14]=1)[N:8]([C:5]1[CH:4]=[CH:3][C:2]([F:1])=[CH:7][CH:6]=1)[N:9]=[CH:10]2)[C:22]1[CH:23]=[CH:24][CH:25]=[CH:26][CH:27]=1)=[O:31], predict the reactants needed to synthesize it. The reactants are: [F:1][C:2]1[CH:7]=[CH:6][C:5]([N:8]2[C:16]3[C:11](=[CH:12][C:13]([O:17][C@@H:18]([C:22]4[CH:27]=[CH:26][CH:25]=[CH:24][CH:23]=4)[C@H:19]([NH2:21])[CH3:20])=[CH:14][CH:15]=3)[CH:10]=[N:9]2)=[CH:4][CH:3]=1.Cl[C:29](=[O:34])[C:30]([O:32][CH3:33])=[O:31]. (3) The reactants are: [C:1]([O:5][C:6]([N:8]1[CH2:20][C@@H:19]([CH3:21])[N:18]2[C@H:10]([CH2:11][C:12]3[C:17]2=[N:16][C:15]([CH2:22][SH:23])=[C:14]([Br:24])[CH:13]=3)[CH2:9]1)=[O:7])([CH3:4])([CH3:3])[CH3:2].F[B-](F)(F)F.[C:30]([N+]1C=CC=CC=1)([C:43]1[CH:48]=[CH:47][CH:46]=[CH:45][CH:44]=1)([C:37]1[CH:42]=[CH:41][CH:40]=[CH:39][CH:38]=1)[C:31]1[CH:36]=[CH:35][CH:34]=[CH:33][CH:32]=1. Given the product [C:1]([O:5][C:6]([N:8]1[CH2:20][C@@H:19]([CH3:21])[N:18]2[C@H:10]([CH2:11][C:12]3[C:17]2=[N:16][C:15]([CH2:22][S:23][C:30]([C:31]2[CH:36]=[CH:35][CH:34]=[CH:33][CH:32]=2)([C:43]2[CH:44]=[CH:45][CH:46]=[CH:47][CH:48]=2)[C:37]2[CH:38]=[CH:39][CH:40]=[CH:41][CH:42]=2)=[C:14]([Br:24])[CH:13]=3)[CH2:9]1)=[O:7])([CH3:2])([CH3:3])[CH3:4], predict the reactants needed to synthesize it. (4) Given the product [CH3:1][C:2]1[N:3]([CH2:15][CH2:16][O:17][CH2:18][CH2:19][NH:20][C:21](=[O:27])[O:22][C:23]([CH3:24])([CH3:26])[CH3:25])[C:4]2[C:13]3[CH:12]=[CH:11][CH:10]=[CH:9][C:8]=3[N+:7]([O-:33])=[CH:6][C:5]=2[N:14]=1, predict the reactants needed to synthesize it. The reactants are: [CH3:1][C:2]1[N:3]([CH2:15][CH2:16][O:17][CH2:18][CH2:19][NH:20][C:21](=[O:27])[O:22][C:23]([CH3:26])([CH3:25])[CH3:24])[C:4]2[C:13]3[CH:12]=[CH:11][CH:10]=[CH:9][C:8]=3[N:7]=[CH:6][C:5]=2[N:14]=1.ClC1C=C(C=CC=1)C(OO)=[O:33].